This data is from Catalyst prediction with 721,799 reactions and 888 catalyst types from USPTO. The task is: Predict which catalyst facilitates the given reaction. (1) Reactant: Br[CH2:2][CH2:3][CH2:4][O:5][C:6]1[CH:15]=[C:14]2[C:9]([CH2:10][CH2:11][NH:12][C:13]2=[O:16])=[CH:8][CH:7]=1.[Na+].[I-].[Cl:19][C:20]1[C:25]([Cl:26])=[CH:24][CH:23]=[CH:22][C:21]=1[N:27]1[CH2:33][CH2:32][CH2:31][N:30](CCCCOC2C=C3C(CCC(=O)N3)=CC=2)[CH2:29][CH2:28]1.C([O-])([O-])=O.[K+].[K+]. Product: [Cl:19][C:20]1[C:25]([Cl:26])=[CH:24][CH:23]=[CH:22][C:21]=1[N:27]1[CH2:33][CH2:32][CH2:31][N:30]([CH2:2][CH2:3][CH2:4][O:5][C:6]2[CH:15]=[C:14]3[C:9]([CH2:10][CH2:11][NH:12][C:13]3=[O:16])=[CH:8][CH:7]=2)[CH2:29][CH2:28]1. The catalyst class is: 144. (2) Reactant: Br[CH2:2][C:3]([C:5]1[CH:10]=[CH:9][CH:8]=[CH:7][C:6]=1[F:11])=[O:4].[S-:12][C:13]#[N:14].[K+].O. Product: [F:11][C:6]1[CH:7]=[CH:8][CH:9]=[CH:10][C:5]=1[C:3](=[O:4])[CH2:2][S:12][C:13]#[N:14]. The catalyst class is: 8.